From a dataset of Peptide-MHC class II binding affinity with 134,281 pairs from IEDB. Regression. Given a peptide amino acid sequence and an MHC pseudo amino acid sequence, predict their binding affinity value. This is MHC class II binding data. The peptide sequence is SRWSSPDNVKPIYIV. The MHC is HLA-DPA10201-DPB10501 with pseudo-sequence HLA-DPA10201-DPB10501. The binding affinity (normalized) is 0.